Regression. Given two drug SMILES strings and cell line genomic features, predict the synergy score measuring deviation from expected non-interaction effect. From a dataset of NCI-60 drug combinations with 297,098 pairs across 59 cell lines. Synergy scores: CSS=24.8, Synergy_ZIP=-4.32, Synergy_Bliss=4.18, Synergy_Loewe=0.717, Synergy_HSA=0.195. Drug 2: CCC1(C2=C(COC1=O)C(=O)N3CC4=CC5=C(C=CC(=C5CN(C)C)O)N=C4C3=C2)O.Cl. Cell line: SK-OV-3. Drug 1: C#CCC(CC1=CN=C2C(=N1)C(=NC(=N2)N)N)C3=CC=C(C=C3)C(=O)NC(CCC(=O)O)C(=O)O.